This data is from Forward reaction prediction with 1.9M reactions from USPTO patents (1976-2016). The task is: Predict the product of the given reaction. (1) Given the reactants [CH:1]1([N:4]2[C:13]3[C:8](=[C:9](Cl)[C:10]([F:16])=[C:11]([Cl:15])[C:12]=3[F:14])[C:7](=[O:18])[C:6]([C:19]([O:21][CH2:22][CH3:23])=[O:20])=[CH:5]2)[CH2:3][CH2:2]1.C(N)C1C=CC=CC=1.C([O-])([O-])=O.[K+].[K+], predict the reaction product. The product is: [CH:1]1([N:4]2[C:13]3[C:8](=[CH:9][C:10]([F:16])=[C:11]([Cl:15])[C:12]=3[F:14])[C:7](=[O:18])[C:6]([C:19]([O:21][CH2:22][CH3:23])=[O:20])=[CH:5]2)[CH2:2][CH2:3]1. (2) Given the reactants [NH:1]1[C:9]2[C:4](=[CH:5][CH:6]=[CH:7][CH:8]=2)[CH:3]=[CH:2]1.Cl.Cl[C:12]1[CH:17]=[CH:16][N:15]=[CH:14][CH:13]=1.[I-].[K+].CC(C)([O-])C.[Na+], predict the reaction product. The product is: [N:15]1[CH:16]=[CH:17][C:12]([N:1]2[C:9]3[C:4](=[CH:5][CH:6]=[CH:7][CH:8]=3)[CH:3]=[CH:2]2)=[CH:13][CH:14]=1. (3) Given the reactants C(OC(=O)[N:7]([CH2:13][C:14]1[CH:19]=[CH:18][C:17]([O:20][C:21]2[CH:26]=[CH:25][C:24]([C:27](=[O:29])[NH2:28])=[C:23]([OH:30])[CH:22]=2)=[C:16]([F:31])[CH:15]=1)[CH2:8][CH2:9][CH:10]([CH3:12])[CH3:11])(C)(C)C.[ClH:33], predict the reaction product. The product is: [ClH:33].[F:31][C:16]1[CH:15]=[C:14]([CH2:13][NH:7][CH2:8][CH2:9][CH:10]([CH3:12])[CH3:11])[CH:19]=[CH:18][C:17]=1[O:20][C:21]1[CH:26]=[CH:25][C:24]([C:27]([NH2:28])=[O:29])=[C:23]([OH:30])[CH:22]=1. (4) The product is: [CH3:1][S:2]([O:5][C@@H:6]([CH3:38])[CH2:7][C:8]1[N:20]=[C:19]2[N:10]([C:11]([NH2:26])=[N:12][C:13]3[C:18]2=[CH:17][CH:16]=[C:15]2[O:21][C:22]([F:24])([F:25])[O:23][C:14]=32)[N:9]=1)(=[O:4])=[O:3]. Given the reactants [CH3:1][S:2]([O:5][C@@H:6]([CH3:38])[CH2:7][C:8]1[N:20]=[C:19]2[N:10]([C:11]([NH:26]CC3C=CC(OC)=CC=3OC)=[N:12][C:13]3[C:18]2=[CH:17][CH:16]=[C:15]2[O:21][C:22]([F:25])([F:24])[O:23][C:14]=32)[N:9]=1)(=[O:4])=[O:3].FC(F)(F)C(O)=O, predict the reaction product. (5) The product is: [CH3:1][N:2]([C:9](=[O:13])[C:10]([Cl:12])=[O:11])[C:3]1[CH:8]=[CH:7][CH:6]=[CH:5][CH:4]=1. Given the reactants [CH3:1][NH:2][C:3]1[CH:8]=[CH:7][CH:6]=[CH:5][CH:4]=1.[C:9](Cl)(=[O:13])[C:10]([Cl:12])=[O:11], predict the reaction product. (6) Given the reactants [CH3:1][O:2][C:3]1[N:8]=[CH:7][C:6]([C:9]2[C:13]3[CH:14]=[C:15]4[C:20](=[CH:21][C:12]=3[NH:11][N:10]=2)[NH:19][C:18](=[O:22])[N:17]([C@@H:23]2[CH2:28][CH2:27][CH2:26][NH:25][CH2:24]2)[CH2:16]4)=[CH:5][N:4]=1.[S:29]1[CH:33]=[CH:32][CH:31]=[C:30]1[CH:34]=O.CC(O)=O.[BH3-]C#N.[Na+], predict the reaction product. The product is: [CH3:1][O:2][C:3]1[N:4]=[CH:5][C:6]([C:9]2[C:13]3[CH:14]=[C:15]4[C:20](=[CH:21][C:12]=3[NH:11][N:10]=2)[NH:19][C:18](=[O:22])[N:17]([C@@H:23]2[CH2:28][CH2:27][CH2:26][N:25]([CH2:34][C:30]3[S:29][CH:33]=[CH:32][CH:31]=3)[CH2:24]2)[CH2:16]4)=[CH:7][N:8]=1. (7) Given the reactants [CH3:1][O:2][C:3](=[O:32])[CH2:4][CH2:5][CH2:6][CH2:7][N:8]1[C:12](=[O:13])[C:11]2([CH2:18][CH2:17][N:16](C(OC(C)(C)C)=O)[CH2:15][CH2:14]2)[N:10]([C:26]2[CH:31]=[CH:30][CH:29]=[CH:28][CH:27]=2)[CH2:9]1.Cl, predict the reaction product. The product is: [O:13]=[C:12]1[C:11]2([CH2:14][CH2:15][NH:16][CH2:17][CH2:18]2)[N:10]([C:26]2[CH:31]=[CH:30][CH:29]=[CH:28][CH:27]=2)[CH2:9][N:8]1[CH2:7][CH2:6][CH2:5][CH2:4][C:3]([O:2][CH3:1])=[O:32].